From a dataset of NCI-60 drug combinations with 297,098 pairs across 59 cell lines. Regression. Given two drug SMILES strings and cell line genomic features, predict the synergy score measuring deviation from expected non-interaction effect. Drug 1: CC12CCC3C(C1CCC2O)C(CC4=C3C=CC(=C4)O)CCCCCCCCCS(=O)CCCC(C(F)(F)F)(F)F. Drug 2: CC1CCCC2(C(O2)CC(NC(=O)CC(C(C(=O)C(C1O)C)(C)C)O)C(=CC3=CSC(=N3)C)C)C. Cell line: HT29. Synergy scores: CSS=50.8, Synergy_ZIP=2.51, Synergy_Bliss=0.0819, Synergy_Loewe=-27.9, Synergy_HSA=0.298.